Dataset: CYP3A4 inhibition data for predicting drug metabolism from PubChem BioAssay. Task: Regression/Classification. Given a drug SMILES string, predict its absorption, distribution, metabolism, or excretion properties. Task type varies by dataset: regression for continuous measurements (e.g., permeability, clearance, half-life) or binary classification for categorical outcomes (e.g., BBB penetration, CYP inhibition). Dataset: cyp3a4_veith. (1) The result is 0 (non-inhibitor). The drug is COCCNC(=S)NC1CC2CCCC(C1)N2Cc1cccs1. (2) The drug is O=C(c1cnccn1)N1CCC2(CC1)CN(Cc1cc(C(F)(F)F)cc(C(F)(F)F)c1)C2. The result is 0 (non-inhibitor). (3) The drug is COCCNC(=O)[C@H](C)[C@@H]1C[C@@]1(C)[C@@H](NC(=O)OCc1ccccc1)c1ccccc1. The result is 1 (inhibitor). (4) The drug is CN(C)c1ccc(-c2ccc3ncnc(-n4ccnc4)c3c2)cc1. The result is 1 (inhibitor).